Regression. Given two drug SMILES strings and cell line genomic features, predict the synergy score measuring deviation from expected non-interaction effect. From a dataset of NCI-60 drug combinations with 297,098 pairs across 59 cell lines. (1) Drug 1: COC1=CC(=CC(=C1O)OC)C2C3C(COC3=O)C(C4=CC5=C(C=C24)OCO5)OC6C(C(C7C(O6)COC(O7)C8=CC=CS8)O)O. Drug 2: C1=CN(C(=O)N=C1N)C2C(C(C(O2)CO)O)O.Cl. Cell line: SK-MEL-28. Synergy scores: CSS=24.2, Synergy_ZIP=-4.92, Synergy_Bliss=4.95, Synergy_Loewe=3.29, Synergy_HSA=7.89. (2) Drug 1: CC1C(C(CC(O1)OC2CC(CC3=C2C(=C4C(=C3O)C(=O)C5=C(C4=O)C(=CC=C5)OC)O)(C(=O)CO)O)N)O.Cl. Drug 2: CN(C)C1=NC(=NC(=N1)N(C)C)N(C)C. Cell line: M14. Synergy scores: CSS=-0.889, Synergy_ZIP=-0.199, Synergy_Bliss=-0.0916, Synergy_Loewe=-1.23, Synergy_HSA=-1.23.